From a dataset of CYP3A4 inhibition data for predicting drug metabolism from PubChem BioAssay. Regression/Classification. Given a drug SMILES string, predict its absorption, distribution, metabolism, or excretion properties. Task type varies by dataset: regression for continuous measurements (e.g., permeability, clearance, half-life) or binary classification for categorical outcomes (e.g., BBB penetration, CYP inhibition). Dataset: cyp3a4_veith. (1) The molecule is C/C(=C\C1CCCCC1)C(NC(=O)c1cccnc1)c1ccc(-c2ccccc2)cc1. The result is 1 (inhibitor). (2) The compound is COc1ccc(-n2c(=O)c(-c3cc(F)cc(F)c3)nc3cnc(N(C)C)nc32)cc1. The result is 0 (non-inhibitor). (3) The molecule is Nc1ncnc2c1ncn2[C@H]1O[C@@H](C(=O)O)[C@@H](O)[C@H]1O. The result is 0 (non-inhibitor). (4) The compound is C[C@H]1CC[C@@]2(NC1)O[C@@H]1C[C@H]3[C@@H]4CC[C@@H]5C[C@@H](O)CC[C@@]5(C)[C@@H]4CC[C@]3(C)[C@@H]1[C@@H]2C. The result is 0 (non-inhibitor). (5) The drug is CC1=C(C)/C(=N\OC(=O)/C=C/c2ccccc2)C=CC1=O. The result is 0 (non-inhibitor). (6) The molecule is CC(=O)OCCCN1c2ccccc2Nc2nnc(-c3ccccc3)cc21. The result is 1 (inhibitor). (7) The compound is O=C(NC(Cc1c[nH]c2ccccc12)c1nnc2n1CCCCC2)c1ccc(Cl)cc1. The result is 1 (inhibitor).